Task: Predict the reaction yield, written as a fraction of the theoretical maximum amount of product (1.0 means a 100% yield; for example, 0.34 means a 34% yield).. Dataset: Reaction yield outcomes from USPTO patents with 853,638 reactions (1) The reactants are [CH2:1]([O:8][CH2:9][C:10]([OH:12])=O)[C:2]1[CH:7]=[CH:6][CH:5]=[CH:4][CH:3]=1.C(Cl)Cl.CN(C)CCCN=C=NCC.[NH2:27][C:28]1[CH:43]=[CH:42][C:31]([C:32]([NH:34][CH2:35][CH2:36][N:37]([CH2:40][CH3:41])[CH2:38][CH3:39])=[O:33])=[C:30]([O:44][CH3:45])[CH:29]=1. The catalyst is O. The product is [CH2:40]([N:37]([CH2:38][CH3:39])[CH2:36][CH2:35][NH:34][C:32](=[O:33])[C:31]1[CH:42]=[CH:43][C:28]([NH:27][C:10](=[O:12])[CH2:9][O:8][CH2:1][C:2]2[CH:3]=[CH:4][CH:5]=[CH:6][CH:7]=2)=[CH:29][C:30]=1[O:44][CH3:45])[CH3:41]. The yield is 0.270. (2) The reactants are [CH2:1]([N:3]([CH2:14][CH3:15])[C:4](=[O:13])[C:5]1[CH:10]=[CH:9][C:8]([I:11])=[C:7]([OH:12])[CH:6]=1)[CH3:2].C(=O)([O-])[O-].[K+].[K+].I[CH:23]([CH3:25])[CH3:24]. The catalyst is CN(C=O)C.C(#N)C.O. The product is [CH2:14]([N:3]([CH2:1][CH3:2])[C:4](=[O:13])[C:5]1[CH:10]=[CH:9][C:8]([I:11])=[C:7]([O:12][CH:23]([CH3:25])[CH3:24])[CH:6]=1)[CH3:15]. The yield is 0.920. (3) The reactants are BrC1C=CC(O)=C([C:8]2[CH:17]=[CH:16][C:15]3[C:10](=[CH:11][CH:12]=[C:13]([C:18]4[N:22]([CH:23]5[CH2:28][CH2:27][CH2:26][CH2:25][CH2:24]5)[C:21]5[CH:29]=[CH:30][C:31]([C:33]([OH:35])=[O:34])=[CH:32][C:20]=5[N:19]=4)[CH:14]=3)[N:9]=2)C=1.C(OC(C1C=CC2N(C3CCCCC3)C(C3C=CC(N)=C(C=O)C=3)=NC=2C=1)=O)C.C([C:69]1[CH:70]=[CH:71][C:72]2[O:77][CH2:76][C:75](=[O:78])[NH:74][C:73]=2[CH:79]=1)(=O)C.[OH-].[K+]. The catalyst is C(O)C. The product is [CH:23]1([N:22]2[C:21]3[CH:29]=[CH:30][C:31]([C:33]([OH:35])=[O:34])=[CH:32][C:20]=3[N:19]=[C:18]2[C:13]2[CH:14]=[C:15]3[C:10](=[CH:11][CH:12]=2)[N:9]=[C:8]([C:69]2[CH:70]=[CH:71][C:72]4[O:77][CH2:76][C:75](=[O:78])[NH:74][C:73]=4[CH:79]=2)[CH:17]=[CH:16]3)[CH2:24][CH2:25][CH2:26][CH2:27][CH2:28]1. The yield is 0.0800. (4) The reactants are [NH2:1][C:2]1[CH:20]=[CH:19][C:5]([CH2:6][CH:7]2[CH2:11][CH2:10][N:9]([CH:12]3[CH2:17][CH2:16][CH2:15][CH2:14][CH2:13]3)[C:8]2=[O:18])=[C:4]([Cl:21])[CH:3]=1.[N:22]([CH2:25][C:26]([O:28][CH2:29][CH3:30])=[O:27])=[C:23]=[O:24]. The catalyst is N1C=CC=CC=1. The product is [Cl:21][C:4]1[CH:3]=[C:2]([NH:1][C:23]([NH:22][CH2:25][C:26]([O:28][CH2:29][CH3:30])=[O:27])=[O:24])[CH:20]=[CH:19][C:5]=1[CH2:6][CH:7]1[CH2:11][CH2:10][N:9]([CH:12]2[CH2:17][CH2:16][CH2:15][CH2:14][CH2:13]2)[C:8]1=[O:18]. The yield is 0.890. (5) The reactants are [CH:1]1([C:4]2[C:8]([O:9][C:10]3[CH:17]=[C:16]([CH3:18])[C:13]([C:14]#[N:15])=[C:12]([CH3:19])[CH:11]=3)=[C:7]([CH:20]3[CH2:22][CH2:21]3)[NH:6][N:5]=2)[CH2:3][CH2:2]1.C(=O)([O-])[O-].[K+].[K+].Br[C:30]1[CH:31]=[N:32][CH:33]=[CH:34][CH:35]=1.CN[C@@H]1CCCC[C@H]1NC. The catalyst is C1(C)C=CC=CC=1.C(OCC)(=O)C.[Cu](I)I. The product is [CH:20]1([C:7]2[C:8]([O:9][C:10]3[CH:17]=[C:16]([CH3:18])[C:13]([C:14]#[N:15])=[C:12]([CH3:19])[CH:11]=3)=[C:4]([CH:1]3[CH2:3][CH2:2]3)[N:5]([C:30]3[CH:31]=[N:32][CH:33]=[CH:34][CH:35]=3)[N:6]=2)[CH2:22][CH2:21]1. The yield is 0.0400. (6) The reactants are Br[C:2]1[CH:3]=[C:4]2[CH:10]=[N:9][NH:8][C:5]2=[CH:6][N:7]=1.C([O-])([O-])=O.[Na+].[Na+].CC1(C)C(C)(C)OB([C:25]2[CH:26]=[N:27][NH:28][CH:29]=2)O1. The catalyst is COCCOC.CCO.C1C=CC(P(C2C=CC=CC=2)[C-]2C=CC=C2)=CC=1.C1C=CC(P(C2C=CC=CC=2)[C-]2C=CC=C2)=CC=1.Cl[Pd]Cl.[Fe+2]. The product is [NH:27]1[CH:26]=[C:25]([C:2]2[CH:3]=[C:4]3[CH:10]=[N:9][NH:8][C:5]3=[CH:6][N:7]=2)[CH:29]=[N:28]1. The yield is 0.430. (7) The reactants are Br[C:2]1[C:3]2[S:9][CH:8]=[C:7]([Br:10])[C:4]=2[S:5][CH:6]=1.[CH3:11][O:12][C:13](=[O:46])[NH:14][C@H:15]([C:19]([N:21]1[CH2:25][CH2:24][CH2:23][C@H:22]1[C:26]1[NH:27][C:28]([C:31]2[CH:36]=[CH:35][C:34](B3OC(C)(C)C(C)(C)O3)=[CH:33][CH:32]=2)=[CH:29][N:30]=1)=[O:20])[CH:16]([CH3:18])[CH3:17].C(=O)([O-])[O-].[Na+].[Na+].C(OCC)(=O)C. The catalyst is CN(C=O)C.O.C1C=CC([P]([Pd]([P](C2C=CC=CC=2)(C2C=CC=CC=2)C2C=CC=CC=2)([P](C2C=CC=CC=2)(C2C=CC=CC=2)C2C=CC=CC=2)[P](C2C=CC=CC=2)(C2C=CC=CC=2)C2C=CC=CC=2)(C2C=CC=CC=2)C2C=CC=CC=2)=CC=1. The product is [CH3:11][O:12][C:13](=[O:46])[NH:14][C@H:15]([C:19]([N:21]1[CH2:25][CH2:24][CH2:23][C@H:22]1[C:26]1[NH:30][CH:29]=[C:28]([C:31]2[CH:32]=[CH:33][C:34]([C:2]3[C:3]4[S:9][CH:8]=[C:7]([Br:10])[C:4]=4[S:5][CH:6]=3)=[CH:35][CH:36]=2)[N:27]=1)=[O:20])[CH:16]([CH3:18])[CH3:17]. The yield is 0.740. (8) The reactants are O[CH:2]([C:14]1[CH:19]=[CH:18][C:17]([S:20][CH3:21])=[CH:16][CH:15]=1)[CH2:3][N:4]([CH2:6][C:7]1[CH:8]=[C:9]([OH:13])[CH:10]=[CH:11][CH:12]=1)[CH3:5].[CH3:22][NH:23][CH2:24][CH:25]([C:27]1C=CC(SC)=CC=1)O.OC1[CH:37]=[C:38]([CH:41]=CC=1)C=O.C(O)(=O)C.[BH-](OC(C)=O)(OC(C)=O)OC(C)=O.[Na+]. The catalyst is C1COCC1. The product is [CH:41]1([N:23]2[CH2:22][CH:25]([CH2:27][O:13][C:9]3[CH:8]=[C:7]4[C:12]([CH:2]([C:14]5[CH:19]=[CH:18][C:17]([S:20][CH3:21])=[CH:16][CH:15]=5)[CH2:3][N:4]([CH3:5])[CH2:6]4)=[CH:11][CH:10]=3)[CH2:24]2)[CH2:38][CH2:37]1. The yield is 0.780. (9) The reactants are FC(F)(F)C(O)=O.[CH2:8]([N:10]([CH2:45][CH3:46])[CH2:11][CH2:12][CH2:13][NH:14][C:15]1[N:16]=[C:17]([C:34]2[CH:35]=[C:36]([CH:40]=[C:41]([F:44])[C:42]=2[CH3:43])[C:37](O)=[O:38])[C:18]2[CH:24]=[CH:23][C:22](=[O:25])[N:21]([C:26]3[C:31]([F:32])=[CH:30][CH:29]=[CH:28][C:27]=3[F:33])[C:19]=2[N:20]=1)[CH3:9].CN(C(O[N:55]1N=N[C:57]2C=CC=[CH:61][C:56]1=2)=[N+](C)C)C.F[P-](F)(F)(F)(F)F.C(N(CC)CC)C.C(N)(C)C. The catalyst is CN(C=O)C. The product is [CH2:8]([N:10]([CH2:45][CH3:46])[CH2:11][CH2:12][CH2:13][NH:14][C:15]1[N:16]=[C:17]([C:34]2[CH:35]=[C:36]([CH:40]=[C:41]([F:44])[C:42]=2[CH3:43])[C:37]([NH:55][CH:56]([CH3:61])[CH3:57])=[O:38])[C:18]2[CH:24]=[CH:23][C:22](=[O:25])[N:21]([C:26]3[C:27]([F:33])=[CH:28][CH:29]=[CH:30][C:31]=3[F:32])[C:19]=2[N:20]=1)[CH3:9]. The yield is 0.600.